Dataset: Reaction yield outcomes from USPTO patents with 853,638 reactions. Task: Predict the reaction yield, written as a fraction of the theoretical maximum amount of product (1.0 means a 100% yield; for example, 0.34 means a 34% yield). (1) The reactants are [CH3:1][O:2][C:3](=[O:30])[C:4]1[CH:9]=[CH:8][C:7]([CH3:10])=[C:6]([N:11]2[C:16](=[O:17])[C:15]([Cl:18])=[C:14]([O:19]CC3C=CC(OC)=CC=3)[N:13]=[C:12]2[CH3:29])[CH:5]=1.Cl[CH2:32][C:33]1[CH:38]=[CH:37][CH:36]=[C:35]([C:39]([F:42])([F:41])[F:40])[N:34]=1.C(=O)([O-])[O-].[K+].[K+].C1OCCOCCOCCOCCOCCOC1. The catalyst is CN(C)C=O. The product is [CH3:1][O:2][C:3](=[O:30])[C:4]1[CH:9]=[CH:8][C:7]([CH3:10])=[C:6]([N:11]2[C:16](=[O:17])[C:15]([Cl:18])=[C:14]([O:19][CH2:32][C:33]3[CH:38]=[CH:37][CH:36]=[C:35]([C:39]([F:42])([F:41])[F:40])[N:34]=3)[N:13]=[C:12]2[CH3:29])[CH:5]=1. The yield is 0.290. (2) The reactants are [N:1]1([C:6]2[CH:11]=[CH:10][C:9]([C:12](O)([CH2:14][CH:15]([C:20]3[CH:25]=[C:24]([Cl:26])[CH:23]=[C:22]([Cl:27])[CH:21]=3)[C:16]([F:19])([F:18])[F:17])[CH3:13])=[CH:8][CH:7]=2)[CH:5]=[N:4][CH:3]=[N:2]1.C1(C)C=CC(S(O)(=O)=O)=CC=1. The catalyst is C1(C)C=CC=CC=1. The product is [Cl:26][C:24]1[CH:25]=[C:20]([CH:15]([C:16]([F:17])([F:19])[F:18])/[CH:14]=[C:12](/[C:9]2[CH:10]=[CH:11][C:6]([N:1]3[CH:5]=[N:4][CH:3]=[N:2]3)=[CH:7][CH:8]=2)\[CH3:13])[CH:21]=[C:22]([Cl:27])[CH:23]=1. The yield is 0.310. (3) The reactants are [Cl:1][C:2]1[CH:7]=[CH:6][C:5](Br)=[CH:4][CH:3]=1.[Li]CCCC.[Cl:14][C:15]1[CH:26]=[CH:25][C:18]([C:19](N(OC)C)=[O:20])=[CH:17][N:16]=1. The catalyst is C1COCC1. The product is [Cl:1][C:2]1[CH:7]=[CH:6][C:5]([C:19]([C:18]2[CH:17]=[N:16][C:15]([Cl:14])=[CH:26][CH:25]=2)=[O:20])=[CH:4][CH:3]=1. The yield is 0.790. (4) The reactants are O[Li].O.C[O:5][C:6](=[O:26])[C:7]1[CH:12]=[C:11]([N:13]2[CH:17]=[N:16][N:15]=[N:14]2)[CH:10]=[C:9]([N:18]2[CH:23]=[CH:22][C:21]([CH3:24])=[CH:20][C:19]2=[O:25])[CH:8]=1. The catalyst is O.C1COCC1. The product is [CH3:24][C:21]1[CH:22]=[CH:23][N:18]([C:9]2[CH:8]=[C:7]([CH:12]=[C:11]([N:13]3[CH:17]=[N:16][N:15]=[N:14]3)[CH:10]=2)[C:6]([OH:26])=[O:5])[C:19](=[O:25])[CH:20]=1. The yield is 0.950. (5) The reactants are B(Br)(Br)Br.[F:5][C:6]1[CH:7]=[C:8]([CH:11]=[CH:12][C:13]=1[O:14]C)[C:9]#[N:10]. The catalyst is ClCCl. The product is [F:5][C:6]1[CH:7]=[C:8]([CH:11]=[CH:12][C:13]=1[OH:14])[C:9]#[N:10]. The yield is 0.940. (6) The reactants are [NH2:1][C:2]1[N:11]=[CH:10][C:9]2[CH:8]=[CH:7][C:6]3[C:12]([C:16]([O:18]CC)=O)=[N:13][N:14]([CH3:15])[C:5]=3[C:4]=2[N:3]=1.C[N:22](C)C=O.[NH4+].[OH-]. The catalyst is CO. The product is [NH2:1][C:2]1[N:11]=[CH:10][C:9]2[CH:8]=[CH:7][C:6]3[C:12]([C:16]([NH2:22])=[O:18])=[N:13][N:14]([CH3:15])[C:5]=3[C:4]=2[N:3]=1. The yield is 0.500. (7) The reactants are Br[C:2]1[CH:3]=[C:4]2[C:9](=[CH:10][CH:11]=1)[N:8]=[C:7]([C:12]1[CH:17]=[C:16]([CH3:18])[C:15]([OH:19])=[C:14]([CH3:20])[CH:13]=1)[NH:6][C:5]2=[O:21].[CH:22]([Sn](CCCC)(CCCC)CCCC)=[CH2:23].[Li+].[Cl-]. The catalyst is CN(C=O)C.C1C=CC([P]([Pd]([P](C2C=CC=CC=2)(C2C=CC=CC=2)C2C=CC=CC=2)([P](C2C=CC=CC=2)(C2C=CC=CC=2)C2C=CC=CC=2)[P](C2C=CC=CC=2)(C2C=CC=CC=2)C2C=CC=CC=2)(C2C=CC=CC=2)C2C=CC=CC=2)=CC=1. The product is [OH:19][C:15]1[C:16]([CH3:18])=[CH:17][C:12]([C:7]2[NH:6][C:5](=[O:21])[C:4]3[C:9](=[CH:10][CH:11]=[C:2]([CH:22]=[CH2:23])[CH:3]=3)[N:8]=2)=[CH:13][C:14]=1[CH3:20]. The yield is 0.460. (8) The reactants are [NH2:1][C:2]1[S:3][CH:4]=[C:5]([CH2:7][NH:8][C:9]2[C:14]([F:15])=[C:13](Cl)[N:12]=[C:11]([CH3:17])[N:10]=2)[N:6]=1.O.[NH2:19][NH2:20]. The catalyst is CS(C)=O. The product is [NH2:1][C:2]1[S:3][CH:4]=[C:5]([CH2:7][NH:8][C:9]2[N:10]=[C:11]([CH3:17])[N:12]=[C:13]([NH:19][NH2:20])[C:14]=2[F:15])[N:6]=1. The yield is 0.280. (9) The reactants are [CH2:1]([O:3][CH:4]([O:14][CH2:15][CH3:16])[CH2:5][NH:6][CH2:7][C:8]1[CH:13]=[CH:12][CH:11]=[CH:10][N:9]=1)[CH3:2].[CH:17]1[C:29]2[CH:28]([CH2:30][O:31][C:32]([NH:34][C@@H:35]([CH2:39][C:40]3[CH:45]=[CH:44][C:43]([O:46][C:47]([CH3:50])([CH3:49])[CH3:48])=[CH:42][CH:41]=3)[C:36](O)=[O:37])=[O:33])[C:27]3[C:22](=[CH:23][CH:24]=[CH:25][CH:26]=3)[C:21]=2[CH:20]=[CH:19][CH:18]=1. No catalyst specified. The product is [C:47]([O:46][C:43]1[CH:42]=[CH:41][C:40]([CH2:39][C@H:35]([NH:34][C:32](=[O:33])[O:31][CH2:30][CH:28]2[C:29]3[CH:17]=[CH:18][CH:19]=[CH:20][C:21]=3[C:22]3[C:27]2=[CH:26][CH:25]=[CH:24][CH:23]=3)[C:36]([N:6]([CH2:5][CH:4]([O:3][CH2:1][CH3:2])[O:14][CH2:15][CH3:16])[CH2:7][C:8]2[CH:13]=[CH:12][CH:11]=[CH:10][N:9]=2)=[O:37])=[CH:45][CH:44]=1)([CH3:50])([CH3:48])[CH3:49]. The yield is 0.900.